From a dataset of Reaction yield outcomes from USPTO patents with 853,638 reactions. Predict the reaction yield, written as a fraction of the theoretical maximum amount of product (1.0 means a 100% yield; for example, 0.34 means a 34% yield). (1) The reactants are C([O:3][C:4]([C:6]1[N:7]=[C:8]([C:11]2[CH:16]=[CH:15][CH:14]=[CH:13][C:12]=2[CH3:17])[S:9][CH:10]=1)=[O:5])C.[OH-].[Na+]. The catalyst is C1COCC1.CO.C(Cl)Cl. The product is [C:12]1([CH3:17])[CH:13]=[CH:14][CH:15]=[CH:16][C:11]=1[C:8]1[S:9][CH:10]=[C:6]([C:4]([OH:5])=[O:3])[N:7]=1. The yield is 0.890. (2) The reactants are [NH2:1][C:2]12[CH2:9][CH2:8][C:5]([C:10]([O:12][CH3:13])=[O:11])([CH2:6][CH2:7]1)[CH2:4][CH2:3]2.C1C=CC(C2C3C=C(Cl)C=CC=3NC(=O)CN=2)=CC=1.[CH:33]1([S:36](Cl)(=[O:38])=[O:37])[CH2:35][CH2:34]1. The catalyst is C(Cl)Cl.CN(C1C=CN=CC=1)C. The product is [CH:33]1([S:36]([NH:1][C:2]23[CH2:3][CH2:4][C:5]([C:10]([O:12][CH3:13])=[O:11])([CH2:8][CH2:9]2)[CH2:6][CH2:7]3)(=[O:38])=[O:37])[CH2:35][CH2:34]1. The yield is 0.520. (3) The reactants are [Cl:1][C:2]1[CH:9]=[CH:8][C:5]([CH:6]=[O:7])=[CH:4][CH:3]=1. The catalyst is CC1C=CC=CC=1C. The product is [Cl:1][C:2]1[CH:9]=[CH:8][C:5]([CH2:6][O:7][C:2]2[CH:9]=[CH:8][C:5]([CH:6]=[O:7])=[CH:4][CH:3]=2)=[CH:4][CH:3]=1. The yield is 0.610. (4) The reactants are [N:1]1[CH:6]=[CH:5][CH:4]=[CH:3][C:2]=1[CH:7]=[CH:8][C:9]([OH:11])=O.[O:12]1[CH:16]=[CH:15][CH:14]=[C:13]1[C:17]1[O:21][N:20]=[C:19]([NH2:22])[CH:18]=1.C1C=CC2N(O)N=NC=2C=1.C(Cl)CCl. The catalyst is CN(C=O)C. The product is [O:12]1[CH:16]=[CH:15][CH:14]=[C:13]1[C:17]1[O:21][N:20]=[C:19]([NH:22][C:9](=[O:11])[CH:8]=[CH:7][C:2]2[CH:3]=[CH:4][CH:5]=[CH:6][N:1]=2)[CH:18]=1. The yield is 0.360. (5) The reactants are [NH2:1][CH2:2][C@@H:3]1[CH2:7][C@H:6]([O:8][C:9]2[C:18]3[C:13](=[CH:14][CH:15]=[C:16]([O:19][CH3:20])[CH:17]=3)[N:12]=[CH:11][N:10]=2)[CH2:5][N:4]1[CH2:21][C@H:22]1[O:26][C:25](=[O:27])[N:24]([C:28]2[CH:29]=[CH:30][C:31]3[S:36][CH2:35][C:34](=[O:37])[NH:33][C:32]=3[CH:38]=2)[CH2:23]1.[CH3:39][C:40](O)=[O:41].CCN(C(C)C)C(C)C.C1C=CC2N(O)N=NC=2C=1.C(Cl)CCl. The catalyst is CN(C=O)C.O. The product is [CH3:20][O:19][C:16]1[CH:17]=[C:18]2[C:13](=[CH:14][CH:15]=1)[N:12]=[CH:11][N:10]=[C:9]2[O:8][C@@H:6]1[CH2:5][N:4]([CH2:21][C@H:22]2[O:26][C:25](=[O:27])[N:24]([C:28]3[CH:29]=[CH:30][C:31]4[S:36][CH2:35][C:34](=[O:37])[NH:33][C:32]=4[CH:38]=3)[CH2:23]2)[C@H:3]([CH2:2][NH:1][C:40](=[O:41])[CH3:39])[CH2:7]1. The yield is 0.430.